This data is from Catalyst prediction with 721,799 reactions and 888 catalyst types from USPTO. The task is: Predict which catalyst facilitates the given reaction. (1) Reactant: [NH:1]1[C:9]2[C:4](=[CH:5][CH:6]=[CH:7][CH:8]=2)[C:3]([C:10]([O:12][CH3:13])=[O:11])=[N:2]1.Br[CH2:15][C:16]1[CH:21]=[CH:20][C:19]([S:22]([CH2:25][CH3:26])(=[O:24])=[O:23])=[CH:18][CH:17]=1.C(=O)([O-])[O-].[Cs+].[Cs+]. Product: [CH2:25]([S:22]([C:19]1[CH:20]=[CH:21][C:16]([CH2:15][N:1]2[C:9]3[C:4](=[CH:5][CH:6]=[CH:7][CH:8]=3)[C:3]([C:10]([O:12][CH3:13])=[O:11])=[N:2]2)=[CH:17][CH:18]=1)(=[O:24])=[O:23])[CH3:26]. The catalyst class is: 3. (2) Reactant: [C:1]([C:3]1[C:11]2[CH2:10][CH2:9][N:8]([C:12]([O:14][C:15]([CH3:18])([CH3:17])[CH3:16])=[O:13])[CH2:7][C:6]=2[O:5][C:4]=1[N:19]=[CH:20]OC)#[N:2].[Cl:23][C:24]1[CH:25]=[C:26]([CH:28]=[CH:29][C:30]=1[O:31][CH2:32][C:33]1[CH:38]=[CH:37][CH:36]=[C:35]([F:39])[CH:34]=1)[NH2:27]. Product: [Cl:23][C:24]1[CH:25]=[C:26]([NH:27][C:1]2[C:3]3[C:11]4[CH2:10][CH2:9][N:8]([C:12]([O:14][C:15]([CH3:18])([CH3:16])[CH3:17])=[O:13])[CH2:7][C:6]=4[O:5][C:4]=3[N:19]=[CH:20][N:2]=2)[CH:28]=[CH:29][C:30]=1[O:31][CH2:32][C:33]1[CH:38]=[CH:37][CH:36]=[C:35]([F:39])[CH:34]=1. The catalyst class is: 5. (3) Reactant: Br[C:2]1[N:6]([CH2:7][C:8]2[CH:13]=[C:12]([Cl:14])[CH:11]=[CH:10][C:9]=2[Cl:15])[C:5]([C:16]2[CH:17]=[N:18][CH:19]=[CH:20][CH:21]=2)=[N:4][CH:3]=1.O.[CH3:23][N:24](C=O)C. Product: [Cl:15][C:9]1[CH:10]=[CH:11][C:12]([Cl:14])=[CH:13][C:8]=1[CH2:7][N:6]1[C:2]([C:23]#[N:24])=[CH:3][N:4]=[C:5]1[C:16]1[CH:17]=[N:18][CH:19]=[CH:20][CH:21]=1. The catalyst class is: 73. (4) Reactant: [CH:1](O)([CH3:3])[CH3:2].N(C(OC(C)C)=O)=NC(OC(C)C)=O.C1(P(C2C=CC=CC=2)C2C=CC=CC=2)C=CC=CC=1.[Br:38][C:39]1[CH:48]=[CH:47][C:42]([C:43]([O:45]C)=[O:44])=[CH:41][C:40]=1[OH:49].O.[OH-].[Li+]. Product: [Br:38][C:39]1[CH:48]=[CH:47][C:42]([C:43]([OH:45])=[O:44])=[CH:41][C:40]=1[O:49][CH:1]([CH3:3])[CH3:2]. The catalyst class is: 253. (5) Reactant: [C:1]([O:5][C:6](=[O:30])[C@@H:7]([NH:12][C:13](=[O:29])[C:14]1[CH:19]=[CH:18][C:17]([NH:20][CH:21]([CH2:24][CH3:25])[CH2:22][CH3:23])=[C:16]([N+:26]([O-])=O)[CH:15]=1)[CH2:8][CH:9]([CH3:11])[CH3:10])([CH3:4])([CH3:3])[CH3:2]. The catalyst class is: 29. Product: [C:1]([O:5][C:6](=[O:30])[C@@H:7]([NH:12][C:13](=[O:29])[C:14]1[CH:19]=[CH:18][C:17]([NH:20][CH:21]([CH2:24][CH3:25])[CH2:22][CH3:23])=[C:16]([NH2:26])[CH:15]=1)[CH2:8][CH:9]([CH3:10])[CH3:11])([CH3:2])([CH3:3])[CH3:4]. (6) Reactant: [NH2:1][C:2]1[CH:7]=[C:6]([S:8]([C:11]([F:14])([F:13])[F:12])(=[O:10])=[O:9])[CH:5]=[CH:4][C:3]=1[OH:15].[CH2:16]([S:18]([C:21]1[C:22]([C:27](Cl)=[O:28])=[N:23][CH:24]=[CH:25][CH:26]=1)(=[O:20])=[O:19])[CH3:17]. Product: [CH2:16]([S:18]([C:21]1[C:22]([C:27]([NH:1][C:2]2[CH:7]=[C:6]([S:8]([C:11]([F:14])([F:12])[F:13])(=[O:10])=[O:9])[CH:5]=[CH:4][C:3]=2[OH:15])=[O:28])=[N:23][CH:24]=[CH:25][CH:26]=1)(=[O:19])=[O:20])[CH3:17]. The catalyst class is: 1.